From a dataset of NCI-60 drug combinations with 297,098 pairs across 59 cell lines. Regression. Given two drug SMILES strings and cell line genomic features, predict the synergy score measuring deviation from expected non-interaction effect. (1) Drug 1: CCC1=C2CN3C(=CC4=C(C3=O)COC(=O)C4(CC)O)C2=NC5=C1C=C(C=C5)O. Drug 2: CS(=O)(=O)OCCCCOS(=O)(=O)C. Cell line: OVCAR-5. Synergy scores: CSS=26.5, Synergy_ZIP=-9.54, Synergy_Bliss=-5.27, Synergy_Loewe=0.176, Synergy_HSA=0.210. (2) Drug 1: C1=CC(=CC=C1C#N)C(C2=CC=C(C=C2)C#N)N3C=NC=N3. Drug 2: C1=NC2=C(N1)C(=S)N=CN2. Cell line: SK-OV-3. Synergy scores: CSS=30.8, Synergy_ZIP=-12.3, Synergy_Bliss=-1.94, Synergy_Loewe=-3.04, Synergy_HSA=-0.139. (3) Drug 1: CC(C1=C(C=CC(=C1Cl)F)Cl)OC2=C(N=CC(=C2)C3=CN(N=C3)C4CCNCC4)N. Drug 2: CNC(=O)C1=CC=CC=C1SC2=CC3=C(C=C2)C(=NN3)C=CC4=CC=CC=N4. Cell line: NCI-H522. Synergy scores: CSS=14.3, Synergy_ZIP=-2.89, Synergy_Bliss=4.08, Synergy_Loewe=3.30, Synergy_HSA=3.30. (4) Drug 1: C1=C(C(=O)NC(=O)N1)F. Drug 2: CCC1(CC2CC(C3=C(CCN(C2)C1)C4=CC=CC=C4N3)(C5=C(C=C6C(=C5)C78CCN9C7C(C=CC9)(C(C(C8N6C)(C(=O)OC)O)OC(=O)C)CC)OC)C(=O)OC)O.OS(=O)(=O)O. Cell line: A498. Synergy scores: CSS=44.4, Synergy_ZIP=-11.6, Synergy_Bliss=-18.0, Synergy_Loewe=-13.9, Synergy_HSA=-11.3.